From a dataset of Full USPTO retrosynthesis dataset with 1.9M reactions from patents (1976-2016). Predict the reactants needed to synthesize the given product. (1) Given the product [Br:17][C:18]1[CH:19]=[C:20]([NH:26][C:27]2[N:28]=[C:29]([O:5][CH2:6][C@@H:7]([NH:9][C:10](=[O:11])[O:12][C:13]([CH3:16])([CH3:15])[CH3:14])[CH3:8])[CH:30]=[CH:31][CH:32]=2)[C:21](=[O:25])[N:22]([CH3:24])[CH:23]=1, predict the reactants needed to synthesize it. The reactants are: CS([O:5][CH2:6][C@@H:7]([NH:9][C:10]([O:12][C:13]([CH3:16])([CH3:15])[CH3:14])=[O:11])[CH3:8])(=O)=O.[Br:17][C:18]1[CH:19]=[C:20]([NH:26][C:27]2[CH:32]=[CH:31][CH:30]=[C:29](O)[N:28]=2)[C:21](=[O:25])[N:22]([CH3:24])[CH:23]=1.C([O-])([O-])=O.[Cs+].[Cs+]. (2) Given the product [CH3:7][O:8][C:9]1[CH:10]=[CH:11][C:12]([C:15]2[CH:16]=[CH:17][C:18]([S:21]([NH:24][CH:25]([CH2:30][CH:31]([OH:33])[CH2:32][S:6][C:2]3[S:1][CH:5]=[CH:4][CH:3]=3)[C:26]([OH:28])=[O:27])(=[O:22])=[O:23])=[CH:19][CH:20]=2)=[CH:13][CH:14]=1, predict the reactants needed to synthesize it. The reactants are: [S:1]1[CH:5]=[CH:4][CH:3]=[C:2]1[SH:6].[CH3:7][O:8][C:9]1[CH:14]=[CH:13][C:12]([C:15]2[CH:20]=[CH:19][C:18]([S:21]([NH:24][CH:25]([CH2:30][CH:31]3[O:33][CH2:32]3)[C:26]([O:28]C)=[O:27])(=[O:23])=[O:22])=[CH:17][CH:16]=2)=[CH:11][CH:10]=1. (3) Given the product [CH:26]1([CH2:25][C@H:3]([NH:2][C:36]([C:32]2[S:31][CH:35]=[CH:34][N:33]=2)=[O:37])[C:4](=[O:5])[NH:6][C@H:7]2[CH2:13][CH2:12][C@@H:11]([CH3:14])[N:10]([S:15]([C:18]3[CH:23]=[CH:22][CH:21]=[CH:20][N:19]=3)(=[O:16])=[O:17])[CH2:9][C:8]2=[O:24])[CH2:27][CH2:28][CH2:29][CH2:30]1, predict the reactants needed to synthesize it. The reactants are: Cl.[NH2:2][C@@H:3]([CH2:25][CH:26]1[CH2:30][CH2:29][CH2:28][CH2:27]1)[C:4]([NH:6][C@H:7]1[CH2:13][CH2:12][C@@H:11]([CH3:14])[N:10]([S:15]([C:18]2[CH:23]=[CH:22][CH:21]=[CH:20][N:19]=2)(=[O:17])=[O:16])[CH2:9][C@@H:8]1[OH:24])=[O:5].[S:31]1[CH:35]=[CH:34][N:33]=[C:32]1[C:36](O)=[O:37].CC(OI1(OC(C)=O)(OC(C)=O)OC(=O)C2C=CC=CC1=2)=O. (4) Given the product [CH:15]1([N:20]2[CH:24]=[CH:23][N:22]=[C:21]2[NH2:25])[CH2:16][CH2:17][CH2:18][CH2:19]1, predict the reactants needed to synthesize it. The reactants are: BrC1CCCC1.[N+](C1NC=CN=1)([O-])=O.[CH:15]1([N:20]2[CH:24]=[CH:23][N:22]=[C:21]2[N+:25]([O-])=O)[CH2:19][CH2:18][CH2:17][CH2:16]1.